Predict the reactants needed to synthesize the given product. From a dataset of Full USPTO retrosynthesis dataset with 1.9M reactions from patents (1976-2016). (1) Given the product [NH2:24][C:22](=[O:23])[C@H:21]([NH:20][C:6]1[N:7]=[C:8]([NH:9][C:10]2[CH:18]=[CH:17][CH:16]=[C:15]3[C:11]=2[CH:12]=[CH:13][N:14]3[CH3:19])[C:3]([C:1]([NH2:2])=[O:35])=[N:4][CH:5]=1)[CH2:25][CH:26]([CH3:28])[CH3:27], predict the reactants needed to synthesize it. The reactants are: [C:1]([C:3]1[N:4]=[CH:5][C:6]([NH:20][C@H:21]([CH2:25][CH:26]([CH3:28])[CH3:27])[C:22]([NH2:24])=[O:23])=[N:7][C:8]=1[NH:9][C:10]1[CH:18]=[CH:17][CH:16]=[C:15]2[C:11]=1[CH:12]=[CH:13][N:14]2[CH3:19])#[N:2].[OH-].[Na+].OO.CC(O)=[O:35]. (2) Given the product [C:1]([O:5][C:6]([N:8]1[CH2:13][CH2:12][CH:11]([CH2:14][N:15]([C:20]2[CH:21]=[CH:22][N:23]=[C:18]([Cl:17])[N:19]=2)[CH3:16])[CH2:10][CH2:9]1)=[O:7])([CH3:4])([CH3:3])[CH3:2], predict the reactants needed to synthesize it. The reactants are: [C:1]([O:5][C:6]([N:8]1[CH2:13][CH2:12][CH:11]([CH2:14][NH:15][CH3:16])[CH2:10][CH2:9]1)=[O:7])([CH3:4])([CH3:3])[CH3:2].[Cl:17][C:18]1[N:23]=[C:22](Cl)[CH:21]=[CH:20][N:19]=1.C(=O)([O-])[O-].[K+].[K+]. (3) Given the product [CH3:8][O:9][N:1]=[C:2]1[CH:7]=[CH:6][CH:5]=[N:4][CH2:3]1, predict the reactants needed to synthesize it. The reactants are: [NH2:1][C:2]1[CH:3]=[N:4][CH:5]=[CH:6][CH:7]=1.[CH:8](OC)(OC)[O:9]C. (4) Given the product [CH3:10][O:9][CH2:8][C:6]1[CH:5]=[C:4]([NH:11][C:12]2[N:17]=[C:16]([C:18]([F:21])([F:20])[F:19])[CH:15]=[CH:14][N:13]=2)[CH:3]=[C:2]([B:22]2[O:26][C:25]([CH3:28])([CH3:27])[C:24]([CH3:30])([CH3:29])[O:23]2)[CH:7]=1, predict the reactants needed to synthesize it. The reactants are: Br[C:2]1[CH:3]=[C:4]([NH:11][C:12]2[N:17]=[C:16]([C:18]([F:21])([F:20])[F:19])[CH:15]=[CH:14][N:13]=2)[CH:5]=[C:6]([CH2:8][O:9][CH3:10])[CH:7]=1.[B:22]1([B:22]2[O:26][C:25]([CH3:28])([CH3:27])[C:24]([CH3:30])([CH3:29])[O:23]2)[O:26][C:25]([CH3:28])([CH3:27])[C:24]([CH3:30])([CH3:29])[O:23]1.C([O-])(=O)C.[K+].CC(C1C=C(C(C)C)C(C2C=CC=CC=2P(C2CCCCC2)C2CCCCC2)=C(C(C)C)C=1)C. (5) Given the product [CH3:13][O:12][C:5]1[C:4]2[C:9](=[CH:10][CH:11]=[C:2]([CH2:28][C:27]([C:25]3[CH:24]=[CH:23][CH:22]=[C:21]([CH3:20])[N:26]=3)=[O:29])[CH:3]=2)[N:8]=[CH:7][CH:6]=1, predict the reactants needed to synthesize it. The reactants are: Cl[C:2]1[CH:3]=[C:4]2[C:9](=[CH:10][CH:11]=1)[N:8]=[CH:7][CH:6]=[C:5]2[O:12][CH3:13].CC(C)([O-])C.[K+].[CH3:20][C:21]1[N:26]=[C:25]([C:27](=[O:29])[CH3:28])[CH:24]=[CH:23][CH:22]=1.C(O)(=O)C. (6) Given the product [CH3:1][N:2]1[C:7]2=[C:8]3[N:13]([C:14]([C:15]4[CH:20]=[CH:19][CH:18]=[CH:17][CH:16]=4)=[C:6]2[C:5](=[O:21])[N:4]([CH3:22])[C:3]1=[O:23])[CH2:12][CH2:11][CH:10]=[C:9]3[C:25]1[O:26][C:27]([CH3:30])=[CH:28][CH:29]=1, predict the reactants needed to synthesize it. The reactants are: [CH3:1][N:2]1[C:7]2=[C:8]3[N:13]([C:14]([C:15]4[CH:20]=[CH:19][CH:18]=[CH:17][CH:16]=4)=[C:6]2[C:5](=[O:21])[N:4]([CH3:22])[C:3]1=[O:23])[CH2:12][CH2:11][CH:10]=[CH:9]3.Br[C:25]1[O:26][C:27]([CH3:30])=[CH:28][CH:29]=1.C(P(C(C)(C)C)C(C)(C)C)(C)(C)C.C1(N(C2CCCCC2)C)CCCCC1. (7) Given the product [F:14][C:9]1[CH:8]=[C:7]([N:5]2[CH:6]=[C:2]([C:36]3[CH:37]=[CH:28][CH:29]=[C:30]([C:31]([O:33][CH2:34][CH3:39])=[O:32])[CH:35]=3)[C:3]([C:15]([O:17][CH2:18][CH3:19])=[O:16])=[N:4]2)[CH:12]=[CH:11][C:10]=1[F:13], predict the reactants needed to synthesize it. The reactants are: Br[C:2]1[C:3]([C:15]([O:17][CH2:18][CH3:19])=[O:16])=[N:4][N:5]([C:7]2[CH:12]=[CH:11][C:10]([F:13])=[C:9]([F:14])[CH:8]=2)[CH:6]=1.CC1(C)C(C)(C)OB([C:28]2[CH:29]=[C:30]([CH:35]=[CH:36][CH:37]=2)[C:31]([O:33][CH3:34])=[O:32])O1.[C:39](=O)([O-])[O-].[K+].[K+]. (8) Given the product [CH3:1][O:2][C:3]1[CH:4]=[CH:5][C:6]([C:9]2[CH:14]=[CH:13][C:12]([CH2:15][CH2:16][O:17][C:18]3[CH:19]=[CH:20][C:21]([CH2:22][C:23]4([C:27]([OH:29])=[O:28])[CH2:26][CH2:25][CH2:24]4)=[CH:32][CH:33]=3)=[CH:11][CH:10]=2)=[CH:7][CH:8]=1, predict the reactants needed to synthesize it. The reactants are: [CH3:1][O:2][C:3]1[CH:8]=[CH:7][C:6]([C:9]2[CH:14]=[CH:13][C:12]([CH2:15][CH2:16][O:17][C:18]3[CH:33]=[CH:32][C:21]([CH2:22][C:23]4([C:27]([O:29]CC)=[O:28])[CH2:26][CH2:25][CH2:24]4)=[CH:20][CH:19]=3)=[CH:11][CH:10]=2)=[CH:5][CH:4]=1.[OH-].[Na+].Cl. (9) Given the product [CH2:22]([C:24]1[CH:29]=[CH:28][C:27]([O:30][C:15]2[CH:14]=[C:13]([CH:18]=[CH:17][CH:16]=2)[O:12][C:9]2[CH:10]=[CH:11][C:6]([CH2:5][CH2:4][C:3]([OH:2])=[O:21])=[C:7]([CH3:20])[CH:8]=2)=[C:26]([O:31][C:32]2[CH:37]=[CH:36][CH:35]=[CH:34][CH:33]=2)[CH:25]=1)[CH3:23], predict the reactants needed to synthesize it. The reactants are: C[O:2][C:3](=[O:21])[CH2:4][CH2:5][C:6]1[CH:11]=[CH:10][C:9]([O:12][C:13]2[CH:18]=[CH:17][CH:16]=[C:15](Br)[CH:14]=2)=[CH:8][C:7]=1[CH3:20].[CH2:22]([C:24]1[CH:29]=[CH:28][C:27]([OH:30])=[C:26]([O:31][C:32]2[CH:37]=[CH:36][CH:35]=[CH:34][CH:33]=2)[CH:25]=1)[CH3:23]. (10) Given the product [C:22]([O:26][C:27](=[O:51])[CH2:28][CH2:29][N:30]([C:44]([O:46][C:47]([CH3:50])([CH3:49])[CH3:48])=[O:45])[CH2:31][C:32]([N:34]1[C:42]2[C:37](=[CH:38][C:39]([O:43][CH2:11][C:10]3[CH:13]=[CH:14][C:7]([CH:1]4[CH2:6][CH2:5][CH2:4][CH2:3][CH2:2]4)=[CH:8][C:9]=3[F:15])=[CH:40][CH:41]=2)[CH2:36][CH2:35]1)=[O:33])([CH3:25])([CH3:24])[CH3:23], predict the reactants needed to synthesize it. The reactants are: [CH:1]1([C:7]2[CH:14]=[CH:13][C:10]([CH2:11]Cl)=[C:9]([F:15])[CH:8]=2)[CH2:6][CH2:5][CH2:4][CH2:3][CH2:2]1.C(=O)([O-])[O-].[K+].[K+].[C:22]([O:26][C:27](=[O:51])[CH2:28][CH2:29][N:30]([C:44]([O:46][C:47]([CH3:50])([CH3:49])[CH3:48])=[O:45])[CH2:31][C:32]([N:34]1[C:42]2[C:37](=[CH:38][C:39]([OH:43])=[CH:40][CH:41]=2)[CH2:36][CH2:35]1)=[O:33])([CH3:25])([CH3:24])[CH3:23].